From a dataset of Reaction yield outcomes from USPTO patents with 853,638 reactions. Predict the reaction yield, written as a fraction of the theoretical maximum amount of product (1.0 means a 100% yield; for example, 0.34 means a 34% yield). (1) The reactants are [CH2:1]([O:3][C:4]([C:6]1[CH:10]=[C:9]([CH3:11])[N:8]([CH2:12][C:13]2[CH:18]=[C:17]([Cl:19])[CH:16]=[CH:15][C:14]=2[OH:20])[N:7]=1)=[O:5])[CH3:2].C(=O)([O-])[O-].[K+].[K+].[I-].[K+].[Cl:29][C:30]1[CH:37]=[CH:36][C:33]([CH2:34]Br)=[CH:32][CH:31]=1. The catalyst is CN(C=O)C.O. The product is [CH2:1]([O:3][C:4]([C:6]1[CH:10]=[C:9]([CH3:11])[N:8]([CH2:12][C:13]2[CH:18]=[C:17]([Cl:19])[CH:16]=[CH:15][C:14]=2[O:20][CH2:34][C:33]2[CH:36]=[CH:37][C:30]([Cl:29])=[CH:31][CH:32]=2)[N:7]=1)=[O:5])[CH3:2]. The yield is 0.710. (2) The reactants are [CH3:1][NH:2][CH2:3][C:4]1[O:5][C:6]2[CH:13]=[CH:12][CH:11]=[CH:10][C:7]=2[C:8]=1[CH3:9].[CH:14](N(C(C)C)CC)([CH3:16])[CH3:15].Br[C:24]1[CH:25]=[N:26][C:27]2[NH:36][C:35](=[O:37])[C@@H:34]3[N:30]([CH2:31][CH2:32][CH2:33]3)[CH2:29][C:28]=2[CH:38]=1.O.[OH:40]N1C2C=CC=CC=2N=N1.Cl.CN(C)CCCN=C=NCC. The catalyst is CN(C=O)C.O. The product is [CH3:1][N:2]([CH2:3][C:4]1[O:5][C:6]2[CH:13]=[CH:12][CH:11]=[CH:10][C:7]=2[C:8]=1[CH3:9])[C:15](=[O:40])/[CH:14]=[CH:16]/[C:24]1[CH:25]=[N:26][C:27]2[NH:36][C:35](=[O:37])[C@@H:34]3[N:30]([CH2:31][CH2:32][CH2:33]3)[CH2:29][C:28]=2[CH:38]=1. The yield is 0.310. (3) The reactants are [C:1]([CH2:3][CH2:4][NH:5][C:6]([C:8]1[C:12]([NH:13][C:14]([C:16]2[CH:17]=[N:18][C:19]([CH3:22])=[CH:20][CH:21]=2)=[O:15])=[CH:11][N:10](C2CCCCO2)[N:9]=1)=[O:7])#[N:2].O.C1(C)C=CC(S(O)(=O)=O)=CC=1. The catalyst is C(O)C. The product is [C:1]([CH2:3][CH2:4][NH:5][C:6]([C:8]1[C:12]([NH:13][C:14]([C:16]2[CH:17]=[N:18][C:19]([CH3:22])=[CH:20][CH:21]=2)=[O:15])=[CH:11][NH:10][N:9]=1)=[O:7])#[N:2]. The yield is 0.700. (4) The reactants are Br.Br[CH2:3][C:4]([C:6]1[CH:11]=[CH:10][N:9]=[CH:8][CH:7]=1)=O.[NH2:12][C:13]([NH2:15])=[S:14].N. The catalyst is CCO.O. The product is [N:9]1[CH:10]=[CH:11][C:6]([C:4]2[N:12]=[C:13]([NH2:15])[S:14][CH:3]=2)=[CH:7][CH:8]=1. The yield is 0.860. (5) The reactants are I[C:2]1[CH:11]=[CH:10][C:5]([C:6]([O:8][CH3:9])=[O:7])=[CH:4][CH:3]=1.[Cl-].[Li+].C([Mg]Cl)(C)C.[CH:19]1([CH2:22][CH:23]=[O:24])[CH2:21][CH2:20]1. The catalyst is O1CCCC1. The product is [CH:19]1([CH2:22][CH:23]([C:2]2[CH:11]=[CH:10][C:5]([C:6]([O:8][CH3:9])=[O:7])=[CH:4][CH:3]=2)[OH:24])[CH2:21][CH2:20]1. The yield is 0.450. (6) The reactants are Cl[C:2]1[N:7]=[C:6]([C:8]2[S:12][C:11]([CH:13]([CH3:15])[CH3:14])=[N:10][C:9]=2[C:16]2[CH:17]=[CH:18][C:19]([F:34])=[C:20]([NH:22][S:23]([C:26]3[CH:31]=[C:30]([F:32])[CH:29]=[CH:28][C:27]=3[F:33])(=[O:25])=[O:24])[CH:21]=2)[CH:5]=[CH:4][N:3]=1.[CH3:35][C:36]1([CH3:45])[CH2:41][CH:40]([NH2:42])[CH2:39][C:38]([CH3:44])([CH3:43])[NH:37]1. The product is [F:33][C:27]1[CH:28]=[CH:29][C:30]([F:32])=[CH:31][C:26]=1[S:23]([NH:22][C:20]1[CH:21]=[C:16]([C:9]2[N:10]=[C:11]([CH:13]([CH3:15])[CH3:14])[S:12][C:8]=2[C:6]2[CH:5]=[CH:4][N:3]=[C:2]([NH:42][CH:40]3[CH2:41][C:36]([CH3:45])([CH3:35])[NH:37][C:38]([CH3:44])([CH3:43])[CH2:39]3)[N:7]=2)[CH:17]=[CH:18][C:19]=1[F:34])(=[O:25])=[O:24]. No catalyst specified. The yield is 0.290. (7) The reactants are [C:1]([O:5][C:6](=[O:14])[C:7]([CH2:12][OH:13])([CH2:10][OH:11])[CH:8]=[CH2:9])(C)(C)[CH3:2].C(OC(C1(C=C)COC(C)(C)OC1)=O)C. No catalyst specified. The product is [CH2:1]([O:5][C:6](=[O:14])[C:7]([CH2:10][OH:11])([CH2:12][OH:13])[CH:8]=[CH2:9])[CH3:2]. The yield is 0.780.